Dataset: Reaction yield outcomes from USPTO patents with 853,638 reactions. Task: Predict the reaction yield, written as a fraction of the theoretical maximum amount of product (1.0 means a 100% yield; for example, 0.34 means a 34% yield). (1) The reactants are FC(F)(F)S([O:6][S:7]([C:10]([F:13])([F:12])[F:11])(=[O:9])=[O:8])(=O)=O.[Cl:16][C:17]1[CH:36]=[CH:35][C:20]([O:21][C:22]2[C:31]3[C:26](=[CH:27][C:28](O)=[C:29]([O:32][CH3:33])[CH:30]=3)[N:25]=[CH:24][N:23]=2)=[C:19]([F:37])[CH:18]=1.N1C=CC=CC=1. The catalyst is C(Cl)Cl. The product is [Cl:16][C:17]1[CH:36]=[CH:35][C:20]([O:21][C:22]2[C:31]3[C:26](=[CH:27][C:28]([O:6][S:7]([C:10]([F:11])([F:12])[F:13])(=[O:8])=[O:9])=[C:29]([O:32][CH3:33])[CH:30]=3)[N:25]=[CH:24][N:23]=2)=[C:19]([F:37])[CH:18]=1. The yield is 0.880. (2) The reactants are [S:1]([N:11]1[C:19]2[C:14](=[CH:15][CH:16]=[CH:17][CH:18]=2)[C:13]([CH2:20][N:21]2[CH2:26][CH2:25][CH2:24][C:23]3([CH2:31][CH2:30][NH:29][CH2:28][CH2:27]3)[C:22]2=[O:32])=[CH:12]1)([C:4]1[CH:10]=[CH:9][C:7]([CH3:8])=[CH:6][CH:5]=1)(=[O:3])=[O:2].[CH3:33][C:34]1[O:38][C:37](=[O:39])[NH:36][N:35]=1. The catalyst is C1COCC1. The product is [C:34]([NH:35][NH:36][C:37]([N:29]1[CH2:30][CH2:31][C:23]2([C:22](=[O:32])[N:21]([CH2:20][C:13]3[C:14]4[C:19](=[CH:18][CH:17]=[CH:16][CH:15]=4)[N:11]([S:1]([C:4]4[CH:10]=[CH:9][C:7]([CH3:8])=[CH:6][CH:5]=4)(=[O:2])=[O:3])[CH:12]=3)[CH2:26][CH2:25][CH2:24]2)[CH2:27][CH2:28]1)=[O:39])(=[O:38])[CH3:33]. The yield is 0.640. (3) The reactants are [F:1][C:2]1[C:3]([C:17]2[S:21][C:20]3[C:22](B4OC(C)(C)C(C)(C)O4)=[CH:23][CH:24]=[CH:25][C:19]=3[CH:18]=2)=[N:4][C:5]([NH:8][CH2:9][CH2:10][N:11]2[CH2:15][CH2:14][NH:13][C:12]2=[O:16])=[N:6][CH:7]=1.[F:35][C:36]1[N:41]=[CH:40][C:39]([CH2:42][OH:43])=[C:38](I)[CH:37]=1.C(P(C(C)(C)C)C1C=CC=CC=1C1C=CC=CC=1)(C)(C)C.C(=O)([O-])[O-].[Na+].[Na+]. The catalyst is O1CCOCC1.C(Cl)(Cl)Cl.C(O)(C)C. The product is [F:1][C:2]1[C:3]([C:17]2[S:21][C:20]3[C:22]([C:38]4[C:39]([CH2:42][OH:43])=[CH:40][N:41]=[C:36]([F:35])[CH:37]=4)=[CH:23][CH:24]=[CH:25][C:19]=3[CH:18]=2)=[N:4][C:5]([NH:8][CH2:9][CH2:10][N:11]2[CH2:15][CH2:14][NH:13][C:12]2=[O:16])=[N:6][CH:7]=1. The yield is 0.210. (4) The reactants are Cl[C:2]([O:4][CH2:5][CH3:6])=[O:3].[Br:7][C:8]1[CH:13]=[C:12]([CH3:14])[C:11]([NH2:15])=[C:10]([CH3:16])[CH:9]=1.O. The catalyst is C(#N)C. The product is [CH2:5]([O:4][C:2](=[O:3])[NH:15][C:11]1[C:12]([CH3:14])=[CH:13][C:8]([Br:7])=[CH:9][C:10]=1[CH3:16])[CH3:6]. The yield is 0.970.